This data is from Full USPTO retrosynthesis dataset with 1.9M reactions from patents (1976-2016). The task is: Predict the reactants needed to synthesize the given product. (1) The reactants are: [C:1]1([CH2:7][NH:8][CH2:9][CH:10]2[O:19][C:14]3=[N:15][CH:16]=[CH:17][CH:18]=[C:13]3[O:12][CH2:11]2)[CH:6]=[CH:5][CH:4]=[CH:3][CH:2]=1.[O:20]1[CH2:22][CH:21]1[CH2:23][N:24]1[CH2:28][C:27](=[O:29])[NH:26][C:25]1=[O:30]. Given the product [O:12]1[C:13]2[C:14](=[N:15][CH:16]=[CH:17][CH:18]=2)[O:19][CH:10]([CH2:9][N:8]([CH2:7][C:1]2[CH:2]=[CH:3][CH:4]=[CH:5][CH:6]=2)[CH2:22][CH:21]([OH:20])[CH2:23][N:24]2[CH2:28][C:27](=[O:29])[NH:26][C:25]2=[O:30])[CH2:11]1, predict the reactants needed to synthesize it. (2) Given the product [CH3:1][O:2][C:3]1[CH:4]=[C:5]2[C:9](=[CH:10][CH:11]=1)[N:8]([CH3:14])[CH:7]=[CH:6]2, predict the reactants needed to synthesize it. The reactants are: [CH3:1][O:2][C:3]1[CH:4]=[C:5]2[C:9](=[CH:10][CH:11]=1)[NH:8][CH:7]=[CH:6]2.[H-].[Na+].[CH3:14]I.